Dataset: Catalyst prediction with 721,799 reactions and 888 catalyst types from USPTO. Task: Predict which catalyst facilitates the given reaction. (1) Reactant: Cl.Cl.[CH3:3][C:4]1[CH:9]=[CH:8][C:7]([S:10]([O:13][CH2:14][C@@H:15]2[O:20][C:19]3[C:21]([NH2:26])=[C:22]([NH2:25])[CH:23]=[CH:24][C:18]=3[O:17][CH2:16]2)(=[O:12])=[O:11])=[CH:6][CH:5]=1.[F:27][C:28]([F:36])([F:35])[C:29]([F:34])([F:33])[C:30](O)=O. Product: [CH3:3][C:4]1[CH:9]=[CH:8][C:7]([S:10]([O:13][CH2:14][CH:15]2[O:20][C:19]3[C:18](=[CH:24][CH:23]=[C:22]4[NH:25][C:30]([C:29]([F:34])([F:33])[C:28]([F:36])([F:35])[F:27])=[N:26][C:21]4=3)[O:17][CH2:16]2)(=[O:12])=[O:11])=[CH:6][CH:5]=1. The catalyst class is: 2. (2) Reactant: [CH2:1]([O:3][C:4](=[O:22])[C:5]([NH:7][C:8]1[C:13]([C:14]([F:17])([F:16])[F:15])=[CH:12][C:11]([Br:18])=[CH:10][C:9]=1[N+:19]([O-])=O)=[O:6])[CH3:2].[O-]S(S([O-])=O)=O.[Na+].[Na+].CCOC(C)=O. Product: [CH2:1]([O:3][C:4](=[O:22])[C:5]([NH:7][C:8]1[C:13]([C:14]([F:17])([F:15])[F:16])=[CH:12][C:11]([Br:18])=[CH:10][C:9]=1[NH2:19])=[O:6])[CH3:2]. The catalyst class is: 20. (3) Reactant: [CH:1]1([C:6]2[C:10]3[N:11]=[C:12]([CH2:16][NH:17][CH2:18][CH2:19]O)[NH:13][C:14](=[O:15])[C:9]=3[O:8][N:7]=2)[CH2:5][CH2:4][CH2:3][CH2:2]1.C1(P(C2C=CC=CC=2)C2C=CC=CC=2)C=CC=CC=1.N(C(OC(C)C)=O)=NC(OC(C)C)=O. Product: [CH:1]1([C:6]2[C:10]3[N:11]=[C:12]4[CH2:16][NH:17][CH2:18][CH2:19][N:13]4[C:14](=[O:15])[C:9]=3[O:8][N:7]=2)[CH2:5][CH2:4][CH2:3][CH2:2]1. The catalyst class is: 11. (4) Reactant: [F:1][C:2]([F:13])([F:12])[C:3]1[CH:4]=[C:5]([CH:9]=[CH:10][CH:11]=1)[CH2:6][CH2:7][OH:8].CC(C)([O-])C.[K+].F[C:21]1[CH:26]=[C:25]([F:27])[CH:24]=[CH:23][C:22]=1[N+:28]([O-:30])=[O:29].O. Product: [F:27][C:25]1[CH:26]=[CH:21][C:22]([N+:28]([O-:30])=[O:29])=[C:23]([O:8][CH2:7][CH2:6][C:5]2[CH:9]=[CH:10][CH:11]=[C:3]([C:2]([F:12])([F:13])[F:1])[CH:4]=2)[CH:24]=1. The catalyst class is: 1. (5) Reactant: [NH2:1][C:2]1[N:3]([CH3:8])[O:4][C:5](=[O:7])[CH:6]=1.[Br:9][C:10]1[CH:11]=[C:12]([CH:15]=[CH:16][C:17]=1[F:18])[CH:13]=O.[CH3:19][C:20]1([CH3:28])[CH2:25][CH2:24][C:23](=O)[CH2:22][C:21]1=[O:27]. Product: [Br:9][C:10]1[CH:11]=[C:12]([CH:13]2[C:22]3[C:21](=[O:27])[C:20]([CH3:28])([CH3:19])[CH2:25][CH2:24][C:23]=3[NH:1][C:2]3[N:3]([CH3:8])[O:4][C:5](=[O:7])[C:6]2=3)[CH:15]=[CH:16][C:17]=1[F:18]. The catalyst class is: 8. (6) Product: [C:1]([OH:4])(=[O:3])[CH3:2].[C:36]([C:33]1[CH:32]=[CH:31][C:30]([CH2:29][NH:28][C:27]([CH:23]([O:24][CH2:25][CH3:26])[N:19]2[CH:20]=[C:21]([CH3:22])[C:17]([C:12]3[CH:13]=[CH:14][CH:15]=[CH:16][C:11]=3[O:10][CH2:9][C:8]([OH:40])=[O:7])=[N:18]2)=[O:39])=[CH:35][CH:34]=1)(=[NH:37])[NH2:38]. The catalyst class is: 40. Reactant: [C:1]([OH:4])(=[O:3])[CH3:2].C([O:7][C:8](=[O:40])[CH2:9][O:10][C:11]1[CH:16]=[CH:15][CH:14]=[CH:13][C:12]=1[C:17]1[C:21]([CH3:22])=[CH:20][N:19]([CH:23]([C:27](=[O:39])[NH:28][CH2:29][C:30]2[CH:35]=[CH:34][C:33]([C:36](=[NH:38])[NH2:37])=[CH:32][CH:31]=2)[O:24][CH2:25][CH3:26])[N:18]=1)C.[Na].CCOC(C)=O.CC(C)=O.O.CC(O)=O.